From a dataset of Catalyst prediction with 721,799 reactions and 888 catalyst types from USPTO. Predict which catalyst facilitates the given reaction. (1) Reactant: C[O:2][C:3]([C@@H:5]1[CH2:18][C:17]2[CH:16]=[C:15]3[C:10]([O:11][CH:12]([C:20]4[CH:25]=[CH:24][C:23]([O:26][CH2:27][C:28]5[CH:33]=[CH:32][C:31]([Cl:34])=[C:30]([Cl:35])[CH:29]=5)=[CH:22][CH:21]=4)[C:13](=[O:19])[NH:14]3)=[CH:9][C:8]=2[CH2:7][N:6]1[C:36]([O:38][C:39]([CH3:42])([CH3:41])[CH3:40])=[O:37])=[O:4].[OH-].[Li+].Cl. Product: [C:39]([O:38][C:36]([N:6]1[CH:5]([C:3]([OH:4])=[O:2])[CH2:18][C:17]2[CH:16]=[C:15]3[C:10]([O:11][CH:12]([C:20]4[CH:25]=[CH:24][C:23]([O:26][CH2:27][C:28]5[CH:33]=[CH:32][C:31]([Cl:34])=[C:30]([Cl:35])[CH:29]=5)=[CH:22][CH:21]=4)[C:13](=[O:19])[NH:14]3)=[CH:9][C:8]=2[CH2:7]1)=[O:37])([CH3:42])([CH3:40])[CH3:41]. The catalyst class is: 36. (2) Product: [Cl:8][C:5]1[CH:4]=[C:3]([CH:9]=[O:10])[C:2]([C:11]2[CH:16]=[CH:15][CH:14]=[CH:13][CH:12]=2)=[CH:7][N:6]=1. Reactant: Br[C:2]1[C:3]([CH:9]=[O:10])=[CH:4][C:5]([Cl:8])=[N:6][CH:7]=1.[C:11]1(B(O)O)[CH:16]=[CH:15][CH:14]=[CH:13][CH:12]=1.C(=O)([O-])[O-].[K+].[K+].C1OCCOC1.O. The catalyst class is: 103. (3) Reactant: [Cl:1][C:2]1[S:6][C:5]([C:7]([OH:9])=O)=[CH:4][C:3]=1[C:10]1[N:14]([CH3:15])[N:13]=[CH:12][CH:11]=1.C1CN([P+](Br)(N2CCCC2)N2CCCC2)CC1.F[P-](F)(F)(F)(F)F.C(N(C(C)C)CC)(C)C.Cl.[NH2:50][C@@H:51]([CH2:64][C:65]1[CH:70]=[CH:69][CH:68]=[CH:67][CH:66]=1)[CH2:52][N:53]1[C:61](=[O:62])[C:60]2[C:55](=[CH:56][CH:57]=[CH:58][CH:59]=2)[C:54]1=[O:63]. Product: [Cl:1][C:2]1[S:6][C:5]([C:7]([NH:50][C@@H:51]([CH2:64][C:65]2[CH:70]=[CH:69][CH:68]=[CH:67][CH:66]=2)[CH2:52][N:53]2[C:61](=[O:62])[C:60]3[C:55](=[CH:56][CH:57]=[CH:58][CH:59]=3)[C:54]2=[O:63])=[O:9])=[CH:4][C:3]=1[C:10]1[N:14]([CH3:15])[N:13]=[CH:12][CH:11]=1. The catalyst class is: 2. (4) Reactant: [OH:1][C:2]1[CH:7]=[CH:6][C:5]([C:8](=[O:11])[CH2:9][CH3:10])=[CH:4][C:3]=1[O:12][CH3:13].CCN(CC)CC.[F:21][C:22]([F:35])([F:34])[S:23](O[S:23]([C:22]([F:35])([F:34])[F:21])(=[O:25])=[O:24])(=[O:25])=[O:24]. Product: [F:21][C:22]([F:35])([F:34])[S:23]([O:1][C:2]1[CH:7]=[CH:6][C:5]([C:8](=[O:11])[CH2:9][CH3:10])=[CH:4][C:3]=1[O:12][CH3:13])(=[O:25])=[O:24]. The catalyst class is: 64.